From a dataset of Catalyst prediction with 721,799 reactions and 888 catalyst types from USPTO. Predict which catalyst facilitates the given reaction. (1) Reactant: [H-].[Al+3].[Li+].[H-].[H-].[H-].C([C@@H]1COC(=O)N1[C:20]([CH:22]1[CH2:27][CH2:26][CH2:25][C:24]2([CH2:32][CH2:31][CH2:30][CH2:29][CH2:28]2)[CH2:23]1)=[O:21])C1C=CC=CC=1.O.[OH-].[Na+]. Product: [CH2:23]1[C:24]2([CH2:28][CH2:29][CH2:30][CH2:31][CH2:32]2)[CH2:25][CH2:26][CH2:27][CH:22]1[CH2:20][OH:21]. The catalyst class is: 7. (2) Product: [C:1]([O:4][CH2:5][C@H:6]1[CH2:11][C@@H:10]([O:12][C:13](=[O:15])[CH3:14])[CH2:9][CH2:8][C@@:7]1([C@H:17]1[CH2:25][CH2:24][C@@:23]2([CH3:26])[C@@H:19]([CH2:20][C@H:21]([O:28][C:29](=[O:31])[CH3:30])[C:22]2=[CH2:27])[C@@H:18]1[CH2:32][OH:33])[CH3:16])(=[O:3])[CH3:2]. Reactant: [C:1]([O:4][CH2:5][C@H:6]1[CH2:11][C@@H:10]([O:12][C:13](=[O:15])[CH3:14])[CH2:9][CH2:8][C@@:7]1([C@H:17]1[CH2:25][CH2:24][C@@:23]2([CH3:26])[C@@H:19]([CH2:20][C@H:21]([O:28][C:29](=[O:31])[CH3:30])[C:22]2=[CH2:27])[C@@H:18]1[CH2:32][O:33][Si](C(C)(C)C)(C1C=CC=CC=1)C1C=CC=CC=1)[CH3:16])(=[O:3])[CH3:2].CCCC[N+](CCCC)(CCCC)CCCC.[F-]. The catalyst class is: 1. (3) Reactant: [OH:1][CH:2]1[CH2:6][O:5][C:4](=[O:7])/[C:3]/1=[CH:8]/[CH2:9][CH:10]1[C:23](=[CH2:24])[CH2:22][CH2:21][CH:20]2[C:11]1([CH3:28])[CH2:12][CH2:13][CH:14]1[C:19]2([CH3:25])[CH2:18][O:17][C:16]([CH3:27])([CH3:26])[O:15]1.ClC1C=C(C=CC=1)C(OO)=[O:34]. Product: [OH:1][CH:2]1[CH2:6][O:5][C:4](=[O:7])/[C:3]/1=[CH:8]/[CH2:9][CH:10]1[C:23]2([CH2:24][O:34]2)[CH2:22][CH2:21][CH:20]2[C:11]1([CH3:28])[CH2:12][CH2:13][CH:14]1[C:19]2([CH3:25])[CH2:18][O:17][C:16]([CH3:27])([CH3:26])[O:15]1. The catalyst class is: 22.